Dataset: Reaction yield outcomes from USPTO patents with 853,638 reactions. Task: Predict the reaction yield, written as a fraction of the theoretical maximum amount of product (1.0 means a 100% yield; for example, 0.34 means a 34% yield). (1) The reactants are [N:1]1([CH2:7][CH2:8][NH2:9])[CH2:6][CH2:5][O:4][CH2:3][CH2:2]1.Cl[C:11]1[N:12]=[N+:13]([O-:23])[C:14]2[CH:20]=[C:19]([O:21][CH3:22])[CH:18]=[CH:17][C:15]=2[N:16]=1. The catalyst is COCCOC. The product is [CH3:22][O:21][C:19]1[CH:18]=[CH:17][C:15]2[N:16]=[C:11]([NH:9][CH2:8][CH2:7][N:1]3[CH2:6][CH2:5][O:4][CH2:3][CH2:2]3)[N:12]=[N+:13]([O-:23])[C:14]=2[CH:20]=1. The yield is 0.900. (2) The reactants are C[Si]([N-][Si](C)(C)C)(C)C.[Li+].[CH3:11][C:12]([CH3:17])([CH3:16])[C:13](=[O:15])[CH3:14].[N:18]([CH:21]1[CH:28]2[CH2:29][CH:24]3[CH2:25][CH:26]([CH2:30][CH:22]1[CH2:23]3)[CH2:27]2)=[C:19]=[O:20].Cl.C12CC3CC(CC(C3)C1N)C2.[NH4+].[Cl-]. The catalyst is C1COCC1. The product is [CH:28]12[CH2:29][CH:24]3[CH2:25][CH:26]([CH2:30][CH:22]([CH2:23]3)[CH:21]1[NH:18][C:19](=[O:20])[CH2:14][C:13](=[O:15])[C:12]([CH3:17])([CH3:16])[CH3:11])[CH2:27]2. The yield is 0.810. (3) The reactants are C(N(CC)CC)C.[CH3:8][O:9][C:10]1[C:15]([O:16][CH3:17])=[C:14]([O:18][CH3:19])[CH:13]=[C:12]([CH3:20])[C:11]=1[CH:21]([C:23]1[C:28]([C:29]([F:32])([F:31])[F:30])=[CH:27][N:26]=[C:25](Cl)[C:24]=1[Cl:34])[OH:22]. The yield is 0.700. The catalyst is CO. The product is [CH3:8][O:9][C:10]1[C:15]([O:16][CH3:17])=[C:14]([O:18][CH3:19])[CH:13]=[C:12]([CH3:20])[C:11]=1[CH:21]([C:23]1[C:28]([C:29]([F:32])([F:31])[F:30])=[CH:27][N:26]=[CH:25][C:24]=1[Cl:34])[OH:22]. (4) The reactants are [CH3:1][C:2]1[C:10]([OH:11])=[CH:9][CH:8]=[C:7]2[C:3]=1[CH:4]=[N:5][NH:6]2.[O:12]1[CH:17]=[CH:16][CH2:15][CH2:14][CH2:13]1.O.C1(C)C=CC(S(O)(=O)=O)=CC=1.O1CCCC1. The catalyst is ClCCl. The product is [CH3:1][C:2]1[C:10]([OH:11])=[CH:9][CH:8]=[C:7]2[C:3]=1[CH:4]=[N:5][N:6]2[CH:13]1[CH2:14][CH2:15][CH2:16][CH2:17][O:12]1. The yield is 0.609. (5) The reactants are C1(P(C2CCCCC2)C2C=CC=CC=2C2C(OC)=CC=CC=2OC)CCCCC1.C(=O)([O-])[O-].[K+].[K+].[CH3:36][N:37]1[C:41](B2OC(C)(C)C(C)(C)O2)=[CH:40][CH:39]=[N:38]1.I[C:52]1[CH:53]=[C:54]([C:70]([OH:72])=[O:71])[C:55](=[O:69])[N:56]([C:59]2[CH:64]=[CH:63][CH:62]=[C:61]([C:65]([F:68])([F:67])[F:66])[CH:60]=2)[C:57]=1[CH3:58]. The catalyst is O.C(#N)C.C([O-])(=O)C.[Pd+2].C([O-])(=O)C. The product is [CH3:58][C:57]1[N:56]([C:59]2[CH:64]=[CH:63][CH:62]=[C:61]([C:65]([F:67])([F:68])[F:66])[CH:60]=2)[C:55](=[O:69])[C:54]([C:70]([OH:72])=[O:71])=[CH:53][C:52]=1[C:41]1[N:37]([CH3:36])[N:38]=[CH:39][CH:40]=1. The yield is 0.770. (6) The reactants are [F:1][C:2]1[CH:7]=[CH:6][C:5]([N:8]2[C:16]3[C:11](=[CH:12][C:13](I)=[CH:14][CH:15]=3)[CH:10]=[N:9]2)=[CH:4][CH:3]=1.[C:18]([OH:26])(=[S:25])[C:19]1[CH:24]=[CH:23][CH:22]=[CH:21][CH:20]=1.CC1C=NC2C(C=1C)=CC=C1C=2N=CC(C)=C1C.C(NC(C)C)(C)C. The catalyst is C1(C)C=CC=CC=1.CCOC(C)=O.[I+].[Cu+]. The product is [C:18](=[O:26])([S:25][C:13]1[CH:12]=[C:11]2[C:16](=[CH:15][CH:14]=1)[N:8]([C:5]1[CH:6]=[CH:7][C:2]([F:1])=[CH:3][CH:4]=1)[N:9]=[CH:10]2)[C:19]1[CH:24]=[CH:23][CH:22]=[CH:21][CH:20]=1. The yield is 0.200.